From a dataset of Peptide-MHC class I binding affinity with 185,985 pairs from IEDB/IMGT. Regression. Given a peptide amino acid sequence and an MHC pseudo amino acid sequence, predict their binding affinity value. This is MHC class I binding data. (1) The peptide sequence is NALLARISM. The MHC is H-2-Db with pseudo-sequence H-2-Db. The binding affinity (normalized) is 0.327. (2) The peptide sequence is TRTSPNIPK. The MHC is HLA-A26:01 with pseudo-sequence HLA-A26:01. The binding affinity (normalized) is 0.0847. (3) The peptide sequence is NHINNELSL. The MHC is HLA-B38:01 with pseudo-sequence HLA-B38:01. The binding affinity (normalized) is 0.558. (4) The peptide sequence is EIPQFMIGL. The MHC is HLA-B15:01 with pseudo-sequence HLA-B15:01. The binding affinity (normalized) is 0.0847. (5) The peptide sequence is RECYAQRFYL. The MHC is HLA-B40:02 with pseudo-sequence HLA-B40:02. The binding affinity (normalized) is 0.842.